Dataset: Full USPTO retrosynthesis dataset with 1.9M reactions from patents (1976-2016). Task: Predict the reactants needed to synthesize the given product. (1) Given the product [Br:2][C:3]1[CH:4]=[C:5]2[C:9](=[CH:10][CH:11]=1)[N:8]([CH2:12][CH2:13][CH2:14][CH2:15][CH2:16][CH2:17][CH2:18][CH2:19][CH2:20][CH2:21][CH2:22][CH2:23][CH2:24][CH2:25][CH2:26][CH3:27])[C:7](=[CH2:28])[C:6]2([CH3:29])[CH3:30], predict the reactants needed to synthesize it. The reactants are: [I-].[Br:2][C:3]1[CH:4]=[C:5]2[C:9](=[CH:10][CH:11]=1)[N+:8]([CH2:12][CH2:13][CH2:14][CH2:15][CH2:16][CH2:17][CH2:18][CH2:19][CH2:20][CH2:21][CH2:22][CH2:23][CH2:24][CH2:25][CH2:26][CH3:27])=[C:7]([CH3:28])[C:6]2([CH3:30])[CH3:29]. (2) Given the product [F:33][C:30]1[CH:31]=[CH:32][C:27]([N:22]([CH2:23][CH:24]([CH3:26])[CH3:25])[S:21]([C:18]2[CH:17]=[N:16][C:15]([NH:14][CH:11]3[CH2:12][CH2:13][NH:8][CH2:9][CH2:10]3)=[CH:20][CH:19]=2)(=[O:35])=[O:34])=[CH:28][CH:29]=1, predict the reactants needed to synthesize it. The reactants are: C(OC([N:8]1[CH2:13][CH2:12][CH:11]([NH:14][C:15]2[CH:20]=[CH:19][C:18]([S:21](=[O:35])(=[O:34])[N:22]([C:27]3[CH:32]=[CH:31][C:30]([F:33])=[CH:29][CH:28]=3)[CH2:23][CH:24]([CH3:26])[CH3:25])=[CH:17][N:16]=2)[CH2:10][CH2:9]1)=O)(C)(C)C.C(O)(C(F)(F)F)=O. (3) Given the product [F:45][C:4]1([F:3])[CH2:6][C:5]1([C:8]1[CH:13]=[C:12]([CH2:14][N:15]2[CH2:16][C:17]3([CH2:22][C:21]([N:23]4[CH2:24][CH2:25][C:26]([CH3:34])([C:29]([OH:31])=[O:30])[CH2:27][CH2:28]4)=[N:20][O:19]3)[CH2:18]2)[CH:11]=[C:10]([O:35][CH2:36][CH3:37])[C:9]=1[C:38]1[CH:43]=[CH:42][C:41]([F:44])=[CH:40][CH:39]=1)[CH3:7], predict the reactants needed to synthesize it. The reactants are: [OH-].[Na+].[F:3][C:4]1([F:45])[CH2:6][C:5]1([C:8]1[CH:13]=[C:12]([CH2:14][N:15]2[CH2:18][C:17]3([CH2:22][C:21]([N:23]4[CH2:28][CH2:27][C:26]([CH3:34])([C:29]([O:31]CC)=[O:30])[CH2:25][CH2:24]4)=[N:20][O:19]3)[CH2:16]2)[CH:11]=[C:10]([O:35][CH2:36][CH3:37])[C:9]=1[C:38]1[CH:43]=[CH:42][C:41]([F:44])=[CH:40][CH:39]=1)[CH3:7].Cl. (4) Given the product [Br:1][C:2]1[CH:10]=[CH:9][C:5]([C:6]([OH:8])=[O:7])=[C:4]([O:18][C:12]2[CH:17]=[CH:16][CH:15]=[CH:14][CH:13]=2)[CH:3]=1, predict the reactants needed to synthesize it. The reactants are: [Br:1][C:2]1[CH:10]=[CH:9][C:5]([C:6]([OH:8])=[O:7])=[C:4](Cl)[CH:3]=1.[C:12]1([OH:18])[CH:17]=[CH:16][CH:15]=[CH:14][CH:13]=1.F[P-](F)(F)(F)(F)F.C(=O)([O-])[O-].[Cs+].[Cs+]. (5) Given the product [O:1]=[C:2]1[C:7]([C:8](=[S:11])[NH2:9])=[CH:6][CH:5]=[CH:4][NH:3]1, predict the reactants needed to synthesize it. The reactants are: [O:1]=[C:2]1[C:7]([C:8]#[N:9])=[CH:6][CH:5]=[CH:4][NH:3]1.[NH4+]=[S:11]. (6) Given the product [C:27]([C:31]1[N:32]=[C:33]([N:40]2[CH2:44][CH2:43][C@H:42]([OH:45])[CH2:41]2)[C:34]2[C:35](=[N:37][N:38]([CH2:54][C:55]3[C:60]([Cl:61])=[C:59]([Cl:62])[CH:58]=[CH:57][N:56]=3)[N:39]=2)[N:36]=1)([CH3:29])([CH3:30])[CH3:28], predict the reactants needed to synthesize it. The reactants are: C(C1N=C(N2CC[C@H](O)C2)C2C(=NN(CC3C(C)=NON=3)N=2)N=1)(C)(C)C.[C:27]([C:31]1[N:32]=[C:33]([N:40]2[CH2:44][CH2:43][C@H:42]([O:45]C(=O)C(F)(F)F)[CH2:41]2)[C:34]2[N:39]=[N:38][NH:37][C:35]=2[N:36]=1)([CH3:30])([CH3:29])[CH3:28].Br.Br[CH2:54][C:55]1[C:60]([Cl:61])=[C:59]([Cl:62])[CH:58]=[CH:57][N:56]=1. (7) Given the product [C:40]([C@@H:38]([C@H:36]([C:35]([OH:44])=[O:43])[OH:37])[OH:39])([OH:42])=[O:41].[CH3:1][O:2][CH2:3][C:4]1[CH:9]=[CH:8][C:7]([C:10]2[C:11]([N:16]3[CH2:17][CH2:18][N:19]([CH2:22][CH2:23][N:24]([CH3:34])[S:25]([C:28]4[CH:29]=[N:30][N:31]([CH3:33])[CH:32]=4)(=[O:26])=[O:27])[CH2:20][CH2:21]3)=[N:12][CH:13]=[CH:14][N:15]=2)=[CH:6][CH:5]=1, predict the reactants needed to synthesize it. The reactants are: [CH3:1][O:2][CH2:3][C:4]1[CH:9]=[CH:8][C:7]([C:10]2[C:11]([N:16]3[CH2:21][CH2:20][N:19]([CH2:22][CH2:23][N:24]([CH3:34])[S:25]([C:28]4[CH:29]=[N:30][N:31]([CH3:33])[CH:32]=4)(=[O:27])=[O:26])[CH2:18][CH2:17]3)=[N:12][CH:13]=[CH:14][N:15]=2)=[CH:6][CH:5]=1.[C:35]([OH:44])(=[O:43])[C@@H:36]([C@H:38]([C:40]([OH:42])=[O:41])[OH:39])[OH:37]. (8) Given the product [OH:45][C:39]([C:41]([F:44])([F:43])[F:42])=[O:40].[NH2:7][CH2:8][CH2:9][C:10]1[CH:15]=[CH:14][C:13]([N:16]2[S:17](=[O:29])(=[O:28])[N:18]([CH2:22][CH2:23][Si:24]([CH3:25])([CH3:26])[CH3:27])[C:19](=[O:21])[CH2:20]2)=[C:12]([O:30][CH2:31][C:32]2[CH:33]=[CH:34][CH:35]=[CH:36][CH:37]=2)[CH:11]=1, predict the reactants needed to synthesize it. The reactants are: C(OC(=O)[NH:7][CH2:8][CH2:9][C:10]1[CH:15]=[CH:14][C:13]([N:16]2[CH2:20][C:19](=[O:21])[N:18]([CH2:22][CH2:23][Si:24]([CH3:27])([CH3:26])[CH3:25])[S:17]2(=[O:29])=[O:28])=[C:12]([O:30][CH2:31][C:32]2[CH:37]=[CH:36][CH:35]=[CH:34][CH:33]=2)[CH:11]=1)(C)(C)C.[C:39]([OH:45])([C:41]([F:44])([F:43])[F:42])=[O:40].